Dataset: Reaction yield outcomes from USPTO patents with 853,638 reactions. Task: Predict the reaction yield, written as a fraction of the theoretical maximum amount of product (1.0 means a 100% yield; for example, 0.34 means a 34% yield). (1) The reactants are [CH3:1]CN(C(C)C)C(C)C.I[C:11]1[CH:19]=[CH:18][C:14]([C:15]([OH:17])=[O:16])=[CH:13][CH:12]=1.[CH:20]1[CH:25]=NC2N(O)N=N[C:22]=2[CH:21]=1.[CH2:30]([Cl:33])[CH2:31]Cl.CC(OC([NH:41][CH2:42][C@H:43](N)[C:44](OC)=O)=O)(C)C. The catalyst is CN(C=O)C.CCOC(C)=O.CCCCCC. The product is [CH3:1][O:17][C:15](=[O:16])[C:14]1[CH:18]=[CH:19][C:11]([C:25]#[C:20][C:21]#[C:22][C:43]2[CH:42]=[N:41][C:30]([Cl:33])=[CH:31][CH:44]=2)=[CH:12][CH:13]=1. The yield is 0.930. (2) The reactants are [CH3:1][O:2][C:3](=[O:22])[CH:4]([O:20][CH3:21])[CH2:5][C:6]1[CH:11]=[CH:10][C:9]([O:12]CC2C=CC=CC=2)=[CH:8][CH:7]=1. The catalyst is CO.[Pd]. The product is [CH3:1][O:2][C:3](=[O:22])[CH:4]([O:20][CH3:21])[CH2:5][C:6]1[CH:11]=[CH:10][C:9]([OH:12])=[CH:8][CH:7]=1. The yield is 0.870. (3) The reactants are [CH3:1][C:2]1[CH:7]=[CH:6][CH:5]=[CH:4][C:3]=1[C:8]1[C:13]2[CH2:14][CH:15]([CH2:17][NH2:18])[O:16][C:12]=2[CH:11]=[CH:10][CH:9]=1.C(N(C(C)C)CC)(C)C.Cl[C:29]([O:31][CH2:32][C:33]1[CH:38]=[CH:37][CH:36]=[CH:35][CH:34]=1)=[O:30].C(OC(=O)NCC1CC2C=CC=C(C3CCCC3)C=2O1)C1C=CC=CC=1. No catalyst specified. The product is [CH2:32]([O:31][C:29](=[O:30])[NH:18][CH2:17][CH:15]1[CH2:14][C:13]2[C:8]([C:3]3[CH:4]=[CH:5][CH:6]=[CH:7][C:2]=3[CH3:1])=[CH:9][CH:10]=[CH:11][C:12]=2[O:16]1)[C:33]1[CH:38]=[CH:37][CH:36]=[CH:35][CH:34]=1. The yield is 0.820.